Dataset: Reaction yield outcomes from USPTO patents with 853,638 reactions. Task: Predict the reaction yield, written as a fraction of the theoretical maximum amount of product (1.0 means a 100% yield; for example, 0.34 means a 34% yield). (1) The reactants are [F:1][C:2]1[CH:3]=[C:4]([CH:8]=[CH:9][CH:10]=1)[C:5](O)=[O:6].C(N1C=CN=C1)(N1C=CN=C1)=O.[NH2:23][C:24]1[CH:25]=[C:26]([CH:30]2[C:39]([CH3:41])([CH3:40])[CH2:38][C:37]3[C:32](=[CH:33][CH:34]=[C:35]([C:42]([OH:44])=[O:43])[CH:36]=3)[NH:31]2)[CH:27]=[CH:28][CH:29]=1. The catalyst is CN(C)C=O. The product is [F:1][C:2]1[CH:3]=[C:4]([CH:8]=[CH:9][CH:10]=1)[C:5]([NH:23][C:24]1[CH:25]=[C:26]([CH:30]2[C:39]([CH3:40])([CH3:41])[CH2:38][C:37]3[C:32](=[CH:33][CH:34]=[C:35]([C:42]([OH:44])=[O:43])[CH:36]=3)[NH:31]2)[CH:27]=[CH:28][CH:29]=1)=[O:6]. The yield is 0.140. (2) The catalyst is C(O)(=O)C. The yield is 0.510. The reactants are [CH3:1][C:2]1[N:11]([C:12]2[CH:17]=[CH:16][CH:15]=[C:14]([N+:18]([O-:20])=[O:19])[CH:13]=2)[C:10](=[O:21])[C:9]2[C:4](=[CH:5][CH:6]=[CH:7][CH:8]=2)[N:3]=1.OC1C=CC(C=CC2[N:40]([C:41]3C=CC=C([N+]([O-])=O)C=3)[C:39](=O)[C:38]3[C:33](=[CH:34]C=CC=3)[N:32]=2)=CC=1.CN1C=CC(C=O)=N1.CC([O-])=O.[Na+]. The product is [OH:19][N:18]([OH:20])[C:14]1[CH:13]=[C:12]([N:11]2[C:10](=[O:21])[C:9]3[C:4](=[CH:5][CH:6]=[CH:7][CH:8]=3)[N:3]=[C:2]2/[CH:1]=[CH:34]/[C:33]2[CH:38]=[CH:39][N:40]([CH3:41])[N:32]=2)[CH:17]=[CH:16][CH:15]=1. (3) The reactants are [Cl:1][C:2]1[CH:7]=[C:6]([Cl:8])[CH:5]=[CH:4][C:3]=1[C:9](=[O:17])[CH2:10][C:11]1[CH:16]=[CH:15][CH:14]=[CH:13][CH:12]=1.[Br:18]Br.C([O-])(O)=O.[Na+]. The catalyst is C1C=CC=CC=1. The product is [Br:18][CH:10]([C:11]1[CH:12]=[CH:13][CH:14]=[CH:15][CH:16]=1)[C:9]([C:3]1[CH:4]=[CH:5][C:6]([Cl:8])=[CH:7][C:2]=1[Cl:1])=[O:17]. The yield is 0.980. (4) The reactants are [Cl:1][C:2]1[CH:32]=[CH:31][C:5]([CH2:6][CH2:7][NH:8][C:9]([C:11]2[CH:30]=[CH:29][C:14]([O:15][C:16]3[CH:21]=[CH:20][C:19]([CH2:22][C:23]([O:25][CH2:26][CH3:27])=[O:24])=[CH:18][C:17]=3Br)=[CH:13][CH:12]=2)=[O:10])=[CH:4][CH:3]=1.[I-].[C:34]1([Zn+])[CH:39]=[CH:38][CH:37]=[CH:36][CH:35]=1. The catalyst is C1COCC1.CC(C)([P](C(C)(C)C)([Pd][P](C(C)(C)C)(C(C)(C)C)C(C)(C)C)C(C)(C)C)C. The product is [Cl:1][C:2]1[CH:32]=[CH:31][C:5]([CH2:6][CH2:7][NH:8][C:9]([C:11]2[CH:30]=[CH:29][C:14]([O:15][C:16]3[C:17]([C:34]4[CH:39]=[CH:38][CH:37]=[CH:36][CH:35]=4)=[CH:18][C:19]([CH2:22][C:23]([O:25][CH2:26][CH3:27])=[O:24])=[CH:20][CH:21]=3)=[CH:13][CH:12]=2)=[O:10])=[CH:4][CH:3]=1. The yield is 0.630. (5) The reactants are [H-].[Na+].[Cl:3][C:4]1[C:9]([C:10]2[NH:14][CH:13]=[C:12]([CH2:15][N:16]([CH3:24])[C:17](=[O:23])[O:18][C:19]([CH3:22])([CH3:21])[CH3:20])[C:11]=2[F:25])=[CH:8][CH:7]=[CH:6][N:5]=1.C1OCCOCCOCCOCCOC1.[F:41][C:42]1[CH:43]=[C:44]([S:48](Cl)(=[O:50])=[O:49])[CH:45]=[CH:46][CH:47]=1. The catalyst is O1CCCC1.O. The product is [Cl:3][C:4]1[C:9]([C:10]2[N:14]([S:48]([C:44]3[CH:45]=[CH:46][CH:47]=[C:42]([F:41])[CH:43]=3)(=[O:50])=[O:49])[CH:13]=[C:12]([CH2:15][N:16]([CH3:24])[C:17](=[O:23])[O:18][C:19]([CH3:21])([CH3:22])[CH3:20])[C:11]=2[F:25])=[CH:8][CH:7]=[CH:6][N:5]=1. The yield is 0.960.